From a dataset of Full USPTO retrosynthesis dataset with 1.9M reactions from patents (1976-2016). Predict the reactants needed to synthesize the given product. (1) Given the product [Cl:29][C:24]1[CH:25]=[CH:26][CH:27]=[CH:28][C:23]=1[C:21]([C:20]1[N:7]([C:6]2[N:2]([CH3:1])[N:3]=[C:4]([CH3:18])[CH:5]=2)[C:8]2[N:9]=[C:10]([S:16][CH3:17])[N:11]=[CH:12][C:13]=2[CH:14]=1)=[O:22], predict the reactants needed to synthesize it. The reactants are: [CH3:1][N:2]1[C:6]([NH:7][C:8]2[C:13]([CH:14]=O)=[CH:12][N:11]=[C:10]([S:16][CH3:17])[N:9]=2)=[CH:5][C:4]([CH3:18])=[N:3]1.Br[CH2:20][C:21]([C:23]1[CH:28]=[CH:27][CH:26]=[CH:25][C:24]=1[Cl:29])=[O:22].C(=O)([O-])[O-].[K+].[K+].N12CCCN=C1CCCCC2. (2) Given the product [Br:1][C:2]1[CH:3]=[C:4]2[C:8](=[C:9]([C:11]([O:13][CH2:14][CH3:15])=[O:12])[CH:10]=1)[N:7]([C:33]([O:32][C:28]([CH3:31])([CH3:30])[CH3:29])=[O:34])[CH:6]=[C:5]2[CH:16]1[CH2:21][CH2:20][S:19][CH:18]([C:22]2[CH:23]=[CH:24][CH:25]=[CH:26][CH:27]=2)[CH2:17]1, predict the reactants needed to synthesize it. The reactants are: [Br:1][C:2]1[CH:3]=[C:4]2[C:8](=[C:9]([C:11]([O:13][CH2:14][CH3:15])=[O:12])[CH:10]=1)[NH:7][CH:6]=[C:5]2[CH:16]1[CH2:21][CH2:20][S:19][CH:18]([C:22]2[CH:27]=[CH:26][CH:25]=[CH:24][CH:23]=2)[CH2:17]1.[C:28]([O:32][C:33](O[C:33]([O:32][C:28]([CH3:31])([CH3:30])[CH3:29])=[O:34])=[O:34])([CH3:31])([CH3:30])[CH3:29].CN(C1C=CC=CN=1)C.